The task is: Regression. Given two drug SMILES strings and cell line genomic features, predict the synergy score measuring deviation from expected non-interaction effect.. This data is from NCI-60 drug combinations with 297,098 pairs across 59 cell lines. Drug 1: C1=CC(=C2C(=C1NCCNCCO)C(=O)C3=C(C=CC(=C3C2=O)O)O)NCCNCCO. Drug 2: C(CC(=O)O)C(=O)CN.Cl. Cell line: MCF7. Synergy scores: CSS=23.3, Synergy_ZIP=-4.82, Synergy_Bliss=-2.34, Synergy_Loewe=-19.4, Synergy_HSA=-2.25.